From a dataset of Reaction yield outcomes from USPTO patents with 853,638 reactions. Predict the reaction yield, written as a fraction of the theoretical maximum amount of product (1.0 means a 100% yield; for example, 0.34 means a 34% yield). (1) The reactants are [CH2:1]([S:3][C:4]1[C:9]([C:10]([NH:12][CH2:13][C:14]2[CH:19]=[CH:18][CH:17]=[C:16]([F:20])[CH:15]=2)=[O:11])=[C:8]([CH3:21])[CH:7]=[C:6]([NH:22][CH3:23])[N:5]=1)[CH3:2].C1COCC1.CCN(C(C)C)C(C)C.[F:38][C:39]1[CH:47]=[CH:46][C:42]([C:43](Cl)=[O:44])=[CH:41][CH:40]=1. The catalyst is C(Cl)Cl.CCOC(C)=O. The product is [CH2:1]([S:3][C:4]1[C:9]([C:10]([NH:12][CH2:13][C:14]2[CH:19]=[CH:18][CH:17]=[C:16]([F:20])[CH:15]=2)=[O:11])=[C:8]([CH3:21])[CH:7]=[C:6]([N:22]([C:43](=[O:44])[C:42]2[CH:46]=[CH:47][C:39]([F:38])=[CH:40][CH:41]=2)[CH3:23])[N:5]=1)[CH3:2]. The yield is 0.830. (2) The reactants are [Cl:1][C:2]1[CH:7]=[C:6]2[N:8]=[CH:9][C:10]3([CH:15]([C:16]4[CH:21]=[CH:20][CH:19]=[C:18]([Cl:22])[CH:17]=4)[CH2:14][CH2:13][NH:12][CH:11]3[C:23]3[CH:28]=[CH:27][CH:26]=[C:25]([F:29])[CH:24]=3)[C:5]2=[CH:4][CH:3]=1.[CH3:30][O:31][CH:32]([Si:34]([CH3:37])([CH3:36])[CH3:35])[CH3:33].[C:38]([O:42][C:43](=[O:46])[CH2:44]Br)([CH3:41])([CH3:40])[CH3:39].C(=O)([O-])[O-].[Cs+].[Cs+].[NH4+].[Cl-]. The catalyst is CN(C)C=O. The product is [C:38]([O:42][C:43]([CH2:44][N:12]1[CH2:13][CH2:14][CH:15]([C:16]2[CH:21]=[CH:20][CH:19]=[C:18]([Cl:22])[CH:17]=2)[C:10]2([C:5]3[C:6](=[CH:7][C:2]([Cl:1])=[CH:3][CH:4]=3)[N:8]=[CH:9]2)[CH:11]1[C:23]1[CH:28]=[CH:27][CH:26]=[C:25]([F:29])[CH:24]=1)=[O:46])([CH3:41])([CH3:40])[CH3:39].[CH3:30][O:31][CH:32]([Si:34]([CH3:37])([CH3:36])[CH3:35])[CH3:33]. The yield is 0.741. (3) The reactants are [CH2:1]([Zn]CC)C.[CH2:6]([N:8]1[C:16]2[C:11](=[CH:12][CH:13]=[C:14]([O:17][CH:18]=[CH2:19])[CH:15]=2)[C:10]([C:20]#[N:21])=[CH:9]1)[CH3:7].ClCI.[NH4+].[Cl-].[OH-].[NH4+]. The catalyst is C(OCC)(=O)C.ClCCCl. The product is [CH:18]1([O:17][C:14]2[CH:15]=[C:16]3[C:11]([C:10]([C:20]#[N:21])=[CH:9][N:8]3[CH2:6][CH3:7])=[CH:12][CH:13]=2)[CH2:1][CH2:19]1. The yield is 0.457. (4) The reactants are [NH:1]1[C:5]2[CH:6]=[CH:7][CH:8]=[CH:9][C:4]=2[N:3]=[N:2]1.Br[CH2:11][CH2:12][CH2:13][CH2:14][CH2:15][Cl:16]. The catalyst is [OH-].[Na+].[Br-].C([N+](CCCC)(CCCC)CCCC)CCC. The product is [Cl:16][CH2:15][CH2:14][CH2:13][CH2:12][CH2:11][N:1]1[C:5]2[CH:6]=[CH:7][CH:8]=[CH:9][C:4]=2[N:3]=[N:2]1. The yield is 0.710. (5) The reactants are Cl[C:2](OCC)=[O:3].[NH2:7][N:8]1[CH:12]=[CH:11][CH:10]=[C:9]1[C:13]([NH2:15])=[O:14].N1C=CC=CC=1. The catalyst is O1CCOCC1. The product is [NH:7]1[C:2](=[O:3])[NH:15][C:13](=[O:14])[C:9]2=[CH:10][CH:11]=[CH:12][N:8]12. The yield is 0.630. (6) The reactants are [CH:1]([NH:3][NH2:4])=[O:2].C([N:8]([CH2:12][CH2:13][CH3:14])[CH2:9]CC)CC.C(C1C=[CH:20][S:19][C:18]=1[NH:22]C(=O)OC)#N. The catalyst is COCCO. The product is [N:8]1[CH:9]=[N:4][N:3]2[C:12]=1[C:13]1[CH:14]=[CH:20][S:19][C:18]=1[NH:22][C:1]2=[O:2]. The yield is 0.260. (7) The reactants are [CH3:1][O:2][C:3]1[CH:4]=[C:5]2[C:10](=[CH:11][C:12]=1[O:13][CH3:14])[N:9]=[CH:8][CH:7]=[C:6]2[O:15][C:16]1[CH:26]=[CH:25][C:19]([O:20][CH2:21][C:22](O)=[O:23])=[CH:18][CH:17]=1.CCN=C=NCCCN(C)C.Cl.C1C=CC2N(O)N=NC=2C=1.[Cl:49][C:50]1[CH:51]=[C:52]([CH:54]=[CH:55][CH:56]=1)[NH2:53].C(=O)([O-])O.[Na+]. The catalyst is C(Cl)(Cl)Cl.O. The product is [Cl:49][C:50]1[CH:51]=[C:52]([NH:53][C:22](=[O:23])[CH2:21][O:20][C:19]2[CH:18]=[CH:17][C:16]([O:15][C:6]3[C:5]4[C:10](=[CH:11][C:12]([O:13][CH3:14])=[C:3]([O:2][CH3:1])[CH:4]=4)[N:9]=[CH:8][CH:7]=3)=[CH:26][CH:25]=2)[CH:54]=[CH:55][CH:56]=1. The yield is 0.720. (8) The reactants are [CH2:1]([N:4]1[CH:8]=[CH:7][CH:6]=[C:5]1[C:9]([O:11]C)=[O:10])[CH:2]=[CH2:3].O1CCCC1.[OH-].[Li+]. The catalyst is CO. The product is [CH2:1]([N:4]1[CH:8]=[CH:7][CH:6]=[C:5]1[C:9]([OH:11])=[O:10])[CH:2]=[CH2:3]. The yield is 1.00. (9) The reactants are [Br:1][CH2:2][C:3]([C:5]1[CH:10]=[CH:9][C:8]([O:11][CH2:12][C:13]2[CH:18]=[CH:17][CH:16]=[CH:15][CH:14]=2)=[C:7]([NH:19][S:20]([CH3:23])(=[O:22])=[O:21])[CH:6]=1)=[O:4].C1(C2(C3C=CC=CC=3)OB(C)N3CCC[C@H]23)C=CC=CC=1.C(OCC)(=O)C.[Cl-].[NH4+]. The catalyst is O1CCCC1. The product is [Br:1][CH2:2][C@@H:3]([C:5]1[CH:10]=[CH:9][C:8]([O:11][CH2:12][C:13]2[CH:18]=[CH:17][CH:16]=[CH:15][CH:14]=2)=[C:7]([NH:19][S:20]([CH3:23])(=[O:22])=[O:21])[CH:6]=1)[OH:4]. The yield is 0.900. (10) The reactants are [Br:1][C:2]1[CH:11]=[CH:10][C:9]2[O:8][C@@H:7]3[CH2:12][CH2:13][O:14][CH2:15][C@@H:6]3[C:5](=O)[C:4]=2[CH:3]=1.[C:17](=[O:20])([O-])[O-].[NH4+:21].[NH4+:22].[C-]#N.[K+].S([O-])(O)=O.[Na+].Cl.CCO[C:35](C)=[O:36]. The catalyst is O.CCO. The product is [Br:1][C:2]1[CH:11]=[CH:10][C:9]2[O:8][CH:7]3[CH2:12][CH2:13][O:14][CH2:15][CH:6]3[C:5]3([C:35](=[O:36])[NH:22][C:17](=[O:20])[NH:21]3)[C:4]=2[CH:3]=1. The yield is 0.700.